Dataset: Full USPTO retrosynthesis dataset with 1.9M reactions from patents (1976-2016). Task: Predict the reactants needed to synthesize the given product. Given the product [Br:18][CH2:10][C:5]1[CH:4]=[CH:3][C:2]([F:1])=[CH:9][C:6]=1[C:7]#[N:8], predict the reactants needed to synthesize it. The reactants are: [F:1][C:2]1[CH:3]=[CH:4][C:5]([CH3:10])=[C:6]([CH:9]=1)[C:7]#[N:8].C1C(=O)N([Br:18])C(=O)C1.CC(N=NC(C#N)(C)C)(C#N)C.